Dataset: Forward reaction prediction with 1.9M reactions from USPTO patents (1976-2016). Task: Predict the product of the given reaction. (1) The product is: [NH2:1][CH:4]([C:32]1[CH:33]=[CH:34][CH:35]=[CH:36][CH:37]=1)[C:5]1[CH:6]=[C:7]([CH:29]=[CH:30][CH:31]=1)[O:8][CH2:9][C:10]1[CH:28]=[CH:27][C:13]([C:14]([NH:16][CH2:17][CH2:18][CH2:19][CH:20]([O:24][CH2:25][CH3:26])[O:21][CH2:22][CH3:23])=[O:15])=[CH:12][CH:11]=1. Given the reactants [N:1]([CH:4]([C:32]1[CH:37]=[CH:36][CH:35]=[CH:34][CH:33]=1)[C:5]1[CH:6]=[C:7]([CH:29]=[CH:30][CH:31]=1)[O:8][CH2:9][C:10]1[CH:28]=[CH:27][C:13]([C:14]([NH:16][CH2:17][CH2:18][CH2:19][CH:20]([O:24][CH2:25][CH3:26])[O:21][CH2:22][CH3:23])=[O:15])=[CH:12][CH:11]=1)=[N+]=[N-].C1(P(C2C=CC=CC=2)C2C=CC=CC=2)C=CC=CC=1.O, predict the reaction product. (2) Given the reactants C(OP([CH2:9][C:10]([O:12][CH2:13][CH3:14])=[O:11])(OCC)=O)C.[H-].[Na+].[CH3:17][CH2:18][O:19][CH:20]([O:29][CH2:30][CH3:31])[C:21]1[CH:26]=[CH:25][C:24]([CH:27]=O)=[CH:23][CH:22]=1.[Cl-].[NH4+], predict the reaction product. The product is: [CH2:30]([O:29][CH:20]([O:19][CH2:18][CH3:17])[C:21]1[CH:26]=[CH:25][C:24]([CH:27]=[CH:9][C:10]([O:12][CH2:13][CH3:14])=[O:11])=[CH:23][CH:22]=1)[CH3:31]. (3) Given the reactants F[C:2]1[CH:3]=[C:4]2[C:9](=[CH:10][C:11]=1[N+:12]([O-:14])=[O:13])[NH:8][C:7](=[O:15])[N:6]([NH:16][S:17]([CH3:20])(=[O:19])=[O:18])[C:5]2=[O:21].[NH:22]1[CH:26]=[CH:25][CH:24]=[N:23]1, predict the reaction product. The product is: [N+:12]([C:11]1[CH:10]=[C:9]2[C:4]([C:5](=[O:21])[N:6]([NH:16][S:17]([CH3:20])(=[O:19])=[O:18])[C:7](=[O:15])[NH:8]2)=[CH:3][C:2]=1[N:22]1[CH:26]=[CH:25][CH:24]=[N:23]1)([O-:14])=[O:13]. (4) Given the reactants [Cl:1][C:2]1[N:10]=[C:9]2[C:5]([N:6]=[CH:7][N:8]2[C@@H:11]2[CH2:15][C@H:14]([N:16](C(OC(C)(C)C)=O)C(OC(C)(C)C)=O)[C@@H:13]([OH:31])[C@H:12]2[OH:32])=[C:4]([NH:33][CH2:34][CH:35]([C:42]2[CH:47]=[CH:46][CH:45]=[CH:44][CH:43]=2)[C:36]2[CH:41]=[CH:40][CH:39]=[CH:38][CH:37]=2)[N:3]=1.[C:48]([OH:54])([C:50]([F:53])([F:52])[F:51])=[O:49], predict the reaction product. The product is: [F:51][C:50]([F:53])([F:52])[C:48]([OH:54])=[O:49].[NH2:16][C@H:14]1[CH2:15][C@@H:11]([N:8]2[CH:7]=[N:6][C:5]3[C:9]2=[N:10][C:2]([Cl:1])=[N:3][C:4]=3[NH:33][CH2:34][CH:35]([C:42]2[CH:43]=[CH:44][CH:45]=[CH:46][CH:47]=2)[C:36]2[CH:41]=[CH:40][CH:39]=[CH:38][CH:37]=2)[C@H:12]([OH:32])[C@@H:13]1[OH:31]. (5) Given the reactants Br[C:2]1[C:3]2[C:7]([CH:8]=[CH:9][CH:10]=1)=[N:6][N:5]1[C:11]([CH:16]3[CH2:21][CH2:20][N:19]([C:22]([O:24][C:25]([CH3:28])([CH3:27])[CH3:26])=[O:23])[CH2:18][CH2:17]3)=[CH:12][C:13](=[O:15])[NH:14][C:4]=21.[CH:29]([O:32][C:33]1[CH:38]=[CH:37][CH:36]=[CH:35][C:34]=1B(O)O)([CH3:31])[CH3:30].P([O-])([O-])([O-])=O.[K+].[K+].[K+], predict the reaction product. The product is: [CH:29]([O:32][C:33]1[CH:38]=[CH:37][CH:36]=[CH:35][C:34]=1[C:2]1[C:3]2[C:7]([CH:8]=[CH:9][CH:10]=1)=[N:6][N:5]1[C:11]([CH:16]3[CH2:17][CH2:18][N:19]([C:22]([O:24][C:25]([CH3:28])([CH3:27])[CH3:26])=[O:23])[CH2:20][CH2:21]3)=[CH:12][C:13](=[O:15])[NH:14][C:4]=21)([CH3:31])[CH3:30]. (6) The product is: [ClH:27].[F:1][C:2]1[CH:7]=[CH:6][C:5]([CH:8]([C:10]2[N:19]=[C:18]([NH:20][C:21]3[CH:25]=[C:24]([CH3:26])[NH:23][N:22]=3)[C:17]3[C:12](=[CH:13][CH:14]=[CH:15][CH:16]=3)[N:11]=2)[OH:9])=[CH:4][CH:3]=1. Given the reactants [F:1][C:2]1[CH:7]=[CH:6][C:5]([C:8]([C:10]2[N:19]=[C:18]([NH:20][C:21]3[CH:25]=[C:24]([CH3:26])[NH:23][N:22]=3)[C:17]3[C:12](=[CH:13][CH:14]=[CH:15][CH:16]=3)[N:11]=2)=[O:9])=[CH:4][CH:3]=1.[ClH:27].O1CCOCC1, predict the reaction product. (7) Given the reactants Cl[C:2]1[CH:3]=[CH:4][N:5]=[C:6]2[C:11]=1[N:10]=[CH:9][C:8]([O:12][CH3:13])=[CH:7]2.[C:14]([C:18]1[CH:23]=[CH:22][C:21]([C:24]2[C:33]3[C:28](=[CH:29][CH:30]=[CH:31][CH:32]=3)[C:27]([NH:34][C:35]3[CH:40]=[CH:39][C:38]([OH:41])=[CH:37][CH:36]=3)=[N:26][N:25]=2)=[CH:20][CH:19]=1)([CH3:17])([CH3:16])[CH3:15].C(=O)([O-])[O-].[Cs+].[Cs+], predict the reaction product. The product is: [C:14]([C:18]1[CH:23]=[CH:22][C:21]([C:24]2[C:33]3[C:28](=[CH:29][CH:30]=[CH:31][CH:32]=3)[C:27]([NH:34][C:35]3[CH:36]=[CH:37][C:38]([O:41][C:2]4[C:11]5[C:6](=[CH:7][C:8]([O:12][CH3:13])=[CH:9][N:10]=5)[N:5]=[CH:4][CH:3]=4)=[CH:39][CH:40]=3)=[N:26][N:25]=2)=[CH:20][CH:19]=1)([CH3:17])([CH3:15])[CH3:16]. (8) Given the reactants [CH2:1]([O:8][C:9](=[O:39])[NH:10][CH2:11][CH2:12][NH:13][C:14](=[O:38])[C@@H:15]([NH:30]C(OC(C)(C)C)=O)[CH2:16][CH2:17][CH2:18][NH:19][C:20]([O:22]CC1C=CC=CC=1)=[O:21])[C:2]1[CH:7]=[CH:6][CH:5]=[CH:4][CH:3]=1.[ClH:40], predict the reaction product. The product is: [ClH:40].[CH2:1]([N:19]([CH2:18][CH2:17][CH2:16][C@H:15]([NH2:30])[C:14]([NH:13][CH2:12][CH2:11][NH:10][C:9]([O:8][CH2:1][C:2]1[CH:3]=[CH:4][CH:5]=[CH:6][CH:7]=1)=[O:39])=[O:38])[C:20](=[O:21])[OH:22])[C:2]1[CH:7]=[CH:6][CH:5]=[CH:4][CH:3]=1.